The task is: Predict the reaction yield, written as a fraction of the theoretical maximum amount of product (1.0 means a 100% yield; for example, 0.34 means a 34% yield).. This data is from Reaction yield outcomes from USPTO patents with 853,638 reactions. (1) The product is [O:28]=[C:27]([C:26]1[CH:32]=[CH:33][C:23]([O:16][C:17]2[CH:18]=[CH:19][CH:20]=[CH:21][CH:22]=2)=[CH:24][CH:25]=1)[CH2:14][C:13]([O:12][C:8]([CH3:11])([CH3:10])[CH3:9])=[O:15]. The catalyst is O1CCCC1. The yield is 0.550. The reactants are C(NC(C)C)(C)C.[C:8]([O:12][C:13](=[O:15])[CH3:14])([CH3:11])([CH3:10])[CH3:9].[O:16]([C:23]1[CH:33]=[CH:32][C:26]([C:27](OCC)=[O:28])=[CH:25][CH:24]=1)[C:17]1[CH:22]=[CH:21][CH:20]=[CH:19][CH:18]=1.[NH4+].[Cl-]. (2) The reactants are Cl[C:2]1[N:3]=[CH:4][C:5]2[N:11]([CH3:12])[C:10](=[O:13])[C@@:9]([F:16])([CH:14]=[CH2:15])[CH2:8][N:7]([CH:17]3[CH2:21][CH2:20][CH2:19][CH2:18]3)[C:6]=2[N:22]=1.[NH2:23][C:24]1[C:33]([O:34][CH3:35])=[CH:32][C:27]([C:28]([O:30][CH3:31])=[O:29])=[C:26]([F:36])[CH:25]=1.O.C1(C)C=CC(S(O)(=O)=O)=CC=1. The catalyst is O1CCOCC1. The product is [CH:17]1([N:7]2[CH2:8][C@:9]([F:16])([CH:14]=[CH2:15])[C:10](=[O:13])[N:11]([CH3:12])[C:5]3[CH:4]=[N:3][C:2]([NH:23][C:24]4[C:33]([O:34][CH3:35])=[CH:32][C:27]([C:28]([O:30][CH3:31])=[O:29])=[C:26]([F:36])[CH:25]=4)=[N:22][C:6]2=3)[CH2:21][CH2:20][CH2:19][CH2:18]1. The yield is 0.400. (3) The reactants are N(C(OCC)=O)=NC(OCC)=O.[OH:13][CH2:14][CH2:15][CH2:16][N:17]1[CH:21]=[CH:20][N:19]=[CH:18]1.[Cl:22][C:23]1[CH:42]=[CH:41][C:26]([NH:27][C:28]2[C:37]3[C:32](=[CH:33][C:34](O)=[C:35]([O:38][CH3:39])[CH:36]=3)[N:31]=[CH:30][N:29]=2)=[C:25]([F:43])[CH:24]=1.C1(P(C2C=CC=CC=2)C2C=CC=CC=2)C=CC=CC=1. The catalyst is C(Cl)Cl. The product is [ClH:22].[Cl:22][C:23]1[CH:42]=[CH:41][C:26]([NH:27][C:28]2[C:37]3[C:32](=[CH:33][C:34]([O:13][CH2:14][CH2:15][CH2:16][N:17]4[CH:21]=[CH:20][N:19]=[CH:18]4)=[C:35]([O:38][CH3:39])[CH:36]=3)[N:31]=[CH:30][N:29]=2)=[C:25]([F:43])[CH:24]=1. The yield is 0.360. (4) The reactants are [CH2:1]([OH:5])[CH2:2][CH2:3][OH:4].CN(C=O)C.[H-].[Na+].[CH2:13](Cl)[C:14]1[CH:19]=[CH:18][CH:17]=[CH:16][CH:15]=1. The catalyst is O.C1COCC1. The product is [CH2:13]([O:4][CH2:3][CH2:2][CH2:1][OH:5])[C:14]1[CH:19]=[CH:18][CH:17]=[CH:16][CH:15]=1. The yield is 0.502. (5) The reactants are [CH2:1]([NH:8][C:9]([N:11]1[CH:16]2[C@H:17]([CH3:41])[N:18]([CH2:30][C:31]3[CH:32]=[CH:33][CH:34]=[C:35]4[C:40]=3[N:39]=[CH:38][CH:37]=[CH:36]4)[C:19](=[O:29])[C@H:20]([CH2:21][C:22]3[CH:27]=[CH:26][C:25]([OH:28])=[CH:24][CH:23]=3)[N:15]2[C:14](=[O:42])[CH2:13][N:12]1[CH3:43])=[O:10])[C:2]1[CH:7]=[CH:6][CH:5]=[CH:4][CH:3]=1.C(N(CC)CC)C.[N:51]([CH:54]([CH:62]([CH3:64])[CH3:63])[C:55]([O:57][C:58]([CH3:61])([CH3:60])[CH3:59])=[O:56])=[C:52]=[O:53]. The catalyst is C(Cl)Cl. The product is [CH2:1]([NH:8][C:9]([N:11]1[CH:16]2[C@H:17]([CH3:41])[N:18]([CH2:30][C:31]3[CH:32]=[CH:33][CH:34]=[C:35]4[C:40]=3[N:39]=[CH:38][CH:37]=[CH:36]4)[C:19](=[O:29])[C@H:20]([CH2:21][C:22]3[CH:23]=[CH:24][C:25]([O:28][C:52]([NH:51][CH:54]([CH:62]([CH3:64])[CH3:63])[C:55]([O:57][C:58]([CH3:60])([CH3:59])[CH3:61])=[O:56])=[O:53])=[CH:26][CH:27]=3)[N:15]2[C:14](=[O:42])[CH2:13][N:12]1[CH3:43])=[O:10])[C:2]1[CH:3]=[CH:4][CH:5]=[CH:6][CH:7]=1. The yield is 0.610.